Task: Predict the product of the given reaction.. Dataset: Forward reaction prediction with 1.9M reactions from USPTO patents (1976-2016) (1) Given the reactants [O:1]=[C:2]1[CH2:7][N:6]([C:8]([NH:10][CH:11]([C:14]2[CH:19]=[CH:18][C:17]([O:20][C:21]([F:24])([F:23])[F:22])=[CH:16][CH:15]=2)[CH2:12][CH3:13])=[O:9])[C:5]2[N:25]=[CH:26][C:27]([CH:29]=[CH2:30])=[CH:28][C:4]=2[NH:3]1, predict the reaction product. The product is: [CH2:29]([C:27]1[CH:26]=[N:25][C:5]2[N:6]([C:8]([NH:10][CH:11]([C:14]3[CH:19]=[CH:18][C:17]([O:20][C:21]([F:22])([F:24])[F:23])=[CH:16][CH:15]=3)[CH2:12][CH3:13])=[O:9])[CH2:7][C:2](=[O:1])[NH:3][C:4]=2[CH:28]=1)[CH3:30]. (2) The product is: [N:1]1[CH:2]=[CH:3][C:4]([C:7]([N:47]2[CH2:48][CH:43]([C:40]3[CH:41]=[CH:42][C:37]([O:36][C:35]([F:59])([F:34])[F:58])=[CH:38][CH:39]=3)[CH2:44][CH:45]([NH:49][C:50]([C:51]3[CH:52]=[CH:53][CH:54]=[CH:55][CH:56]=3)=[O:57])[CH2:46]2)=[O:9])=[CH:5][CH:6]=1. Given the reactants [N:1]1[CH:6]=[CH:5][C:4]([C:7]([OH:9])=O)=[CH:3][CH:2]=1.CN(C(ON1N=NC2C=CC=NC1=2)=[N+](C)C)C.F[P-](F)(F)(F)(F)F.[F:34][C:35]([F:59])([F:58])[O:36][C:37]1[CH:42]=[CH:41][C:40]([CH:43]2[CH2:48][NH:47][CH2:46][CH:45]([NH:49][C:50](=[O:57])[C:51]3[CH:56]=[CH:55][CH:54]=[CH:53][CH:52]=3)[CH2:44]2)=[CH:39][CH:38]=1, predict the reaction product. (3) Given the reactants Cl[C:2]1[CH:3]=[C:4]([CH:9]=[CH:10][N:11]=1)[C:5]([O:7][CH3:8])=[O:6].[Br-].[F:13][C:14]1[CH:21]=[CH:20][C:19]([F:22])=[CH:18][C:15]=1[CH2:16][Zn+], predict the reaction product. The product is: [F:13][C:14]1[CH:21]=[CH:20][C:19]([F:22])=[CH:18][C:15]=1[CH2:16][C:2]1[CH:3]=[C:4]([CH:9]=[CH:10][N:11]=1)[C:5]([O:7][CH3:8])=[O:6]. (4) Given the reactants [F:1][C:2]1[CH:3]=[C:4]([CH:6]=[C:7]([CH3:9])[CH:8]=1)[NH2:5].Br.Br[CH:12]([C:14]1[CH:15]=[C:16]([C:31]([N:33]([CH3:35])[CH3:34])=[O:32])[CH:17]=[C:18]2[C:23]=1[O:22][C:21]([N:24]1[CH2:29][CH2:28][O:27][CH2:26][CH2:25]1)=[CH:20][C:19]2=[O:30])[CH3:13], predict the reaction product. The product is: [F:1][C:2]1[CH:3]=[C:4]([NH:5][CH:12]([C:14]2[CH:15]=[C:16]([C:31]([N:33]([CH3:35])[CH3:34])=[O:32])[CH:17]=[C:18]3[C:23]=2[O:22][C:21]([N:24]2[CH2:29][CH2:28][O:27][CH2:26][CH2:25]2)=[CH:20][C:19]3=[O:30])[CH3:13])[CH:6]=[C:7]([CH3:9])[CH:8]=1. (5) Given the reactants [Cl:1][C:2]1[C:3]([NH:12][S:13]([C:16]2[CH:25]=[CH:24][C:19]([C:20]([O:22][CH3:23])=[O:21])=[CH:18][CH:17]=2)(=[O:15])=[O:14])=[N:4][CH:5]=[C:6]([C:8]([F:11])([F:10])[F:9])[CH:7]=1.Br[CH2:27][CH2:28][CH2:29][C:30]1[CH:35]=[CH:34][CH:33]=[CH:32][CH:31]=1.C([O-])([O-])=O.[Cs+].[Cs+].[Na+].[I-].Cl, predict the reaction product. The product is: [Cl:1][C:2]1[C:3]([N:12]([CH2:27][CH2:28][CH2:29][C:30]2[CH:35]=[CH:34][CH:33]=[CH:32][CH:31]=2)[S:13]([C:16]2[CH:25]=[CH:24][C:19]([C:20]([O:22][CH3:23])=[O:21])=[CH:18][CH:17]=2)(=[O:15])=[O:14])=[N:4][CH:5]=[C:6]([C:8]([F:11])([F:9])[F:10])[CH:7]=1. (6) Given the reactants [CH2:1]([N:5]1[C:13](=[O:14])[C:12]2[N:11](CC=C)[C:10]([C:18]#[N:19])=[N:9][C:8]=2[N:7]([CH2:20][CH2:21][CH2:22][CH3:23])[C:6]1=[O:24])[CH2:2][CH2:3][CH3:4], predict the reaction product. The product is: [CH2:1]([N:5]1[C:13](=[O:14])[C:12]2[NH:11][C:10]([C:18]#[N:19])=[N:9][C:8]=2[N:7]([CH2:20][CH2:21][CH2:22][CH3:23])[C:6]1=[O:24])[CH2:2][CH2:3][CH3:4].